This data is from Reaction yield outcomes from USPTO patents with 853,638 reactions. The task is: Predict the reaction yield, written as a fraction of the theoretical maximum amount of product (1.0 means a 100% yield; for example, 0.34 means a 34% yield). (1) The product is [Cl:57][C:54]1[CH:53]=[CH:52][C:51]([CH2:50][N:37]2[C:36](=[O:58])[C:35]([CH2:32][OH:33])=[CH:40][C:39]([C:41]3[CH:46]=[CH:45][C:44]([O:47][CH3:48])=[C:43]([F:49])[CH:42]=3)=[N:38]2)=[CH:56][CH:55]=1. The yield is 0.204. No catalyst specified. The reactants are FC1C=C(F)C=CC=1C1C=C(CN2C(=O)C3=CC=CC=C3C2=O)C(=O)N(CC(C)C)N=1.[C:32]([C:35]1[C:36](=[O:58])[N:37]([CH2:50][C:51]2[CH:56]=[CH:55][C:54]([Cl:57])=[CH:53][CH:52]=2)[N:38]=[C:39]([C:41]2[CH:46]=[CH:45][C:44]([O:47][CH3:48])=[C:43]([F:49])[CH:42]=2)[CH:40]=1)(O)=[O:33]. (2) The reactants are [CH3:1][O:2][C:3]1[CH:39]=[CH:38][C:6]([C:7]([NH:20][C:21]2[N:29]=[CH:28][N:27]=[C:26]3[C:22]=2[N:23]=[CH:24][N:25]3[C@H:30]2[O:35][C@@H:34]([CH2:36][OH:37])[C@@H:32]([OH:33])[CH2:31]2)([C:14]2[CH:19]=[CH:18][CH:17]=[CH:16][CH:15]=2)[C:8]2[CH:13]=[CH:12][CH:11]=[CH:10][CH:9]=2)=[CH:5][CH:4]=1.[CH3:40][O:41][C:42]1[CH:61]=[CH:60][C:45]([C:46](Cl)([C:53]2[CH:58]=[CH:57][CH:56]=[CH:55][CH:54]=2)[C:47]2[CH:52]=[CH:51][CH:50]=[CH:49][CH:48]=2)=[CH:44][CH:43]=1.CO. The catalyst is N1C=CC=CC=1. The product is [CH3:1][O:2][C:3]1[CH:4]=[CH:5][C:6]([C:7]([NH:20][C:21]2[N:29]=[CH:28][N:27]=[C:26]3[C:22]=2[N:23]=[CH:24][N:25]3[C@H:30]2[O:35][C@@H:34]([CH2:36][O:37][C:46]([C:53]3[CH:58]=[CH:57][CH:56]=[CH:55][CH:54]=3)([C:47]3[CH:52]=[CH:51][CH:50]=[CH:49][CH:48]=3)[C:45]3[CH:44]=[CH:43][C:42]([O:41][CH3:40])=[CH:61][CH:60]=3)[C@@H:32]([OH:33])[CH2:31]2)([C:14]2[CH:15]=[CH:16][CH:17]=[CH:18][CH:19]=2)[C:8]2[CH:9]=[CH:10][CH:11]=[CH:12][CH:13]=2)=[CH:38][CH:39]=1. The yield is 0.720. (3) The reactants are [C:1]1([C:15]2[CH:20]=[CH:19][CH:18]=[CH:17][CH:16]=2)[CH:6]=[CH:5][C:4]([C:7]2[N:8]=[C:9]([CH2:12][CH2:13][NH2:14])[NH:10][CH:11]=2)=[CH:3][CH:2]=1.[CH2:21]([N:25]=[C:26]=[O:27])[CH2:22][CH2:23][CH3:24]. The catalyst is ClCCCl. The product is [CH2:21]([NH:25][C:26]([NH:14][CH2:13][CH2:12][C:9]1[NH:10][CH:11]=[C:7]([C:4]2[CH:5]=[CH:6][C:1]([C:15]3[CH:16]=[CH:17][CH:18]=[CH:19][CH:20]=3)=[CH:2][CH:3]=2)[N:8]=1)=[O:27])[CH2:22][CH2:23][CH3:24]. The yield is 0.660. (4) The reactants are [OH:1][C:2]1[C:3]([CH:11]2[C:19]3[C:14](=[N:15][CH:16]=[CH:17][CH:18]=3)[N:13]([CH2:20][CH2:21][CH2:22][CH2:23][CH3:24])[C:12]2=[O:25])=[CH:4][C:5]2[O:9][CH2:8][O:7][C:6]=2[CH:10]=1.C(N(CC)CC)C.Cl[Si](C)(C)C.[CH2:38]=[O:39].FC(F)(F)S([O-])(=O)=O.[Yb+3].FC(F)(F)S([O-])(=O)=O.FC(F)(F)S([O-])(=O)=O. The catalyst is ClCCl. The product is [OH:1][C:2]1[C:3]([C:11]2([CH2:38][OH:39])[C:19]3[C:14](=[N:15][CH:16]=[CH:17][CH:18]=3)[N:13]([CH2:20][CH2:21][CH2:22][CH2:23][CH3:24])[C:12]2=[O:25])=[CH:4][C:5]2[O:9][CH2:8][O:7][C:6]=2[CH:10]=1. The yield is 0.980. (5) The reactants are C(O[C:4]([C:6]12[CH2:13][CH2:12][C:9]([C:14]([OH:16])=[O:15])([CH2:10][CH2:11]1)[CH2:8][CH2:7]2)=O)C.Cl.[NH2:18][C:19]1[C:20](=[O:33])[N:21]([CH2:30][CH2:31][CH3:32])[C:22](=[O:29])[N:23]([CH2:26][CH2:27][CH3:28])[C:24]=1[NH2:25].CCN(CC)CC.CN(C(ON1N=NC2C=CC=NC1=2)=[N+](C)C)C.F[P-](F)(F)(F)(F)F.[OH-].[K+]. The catalyst is O.CC(O)C.C(#N)C. The product is [O:29]=[C:22]1[N:23]([CH2:26][CH2:27][CH3:28])[C:24]2[N:25]=[C:4]([C:6]34[CH2:7][CH2:8][C:9]([C:14]([OH:16])=[O:15])([CH2:10][CH2:11]3)[CH2:12][CH2:13]4)[NH:18][C:19]=2[C:20](=[O:33])[N:21]1[CH2:30][CH2:31][CH3:32]. The yield is 0.870.